This data is from Full USPTO retrosynthesis dataset with 1.9M reactions from patents (1976-2016). The task is: Predict the reactants needed to synthesize the given product. (1) Given the product [CH3:18][N:19]1[CH2:24][CH2:23][N:22]([C:2]2[N:7]=[CH:6][C:5]([CH2:8][C:9]#[N:10])=[CH:4][CH:3]=2)[CH2:21][CH2:20]1, predict the reactants needed to synthesize it. The reactants are: Cl[C:2]1[N:7]=[CH:6][C:5]([CH2:8][C:9]#[N:10])=[CH:4][CH:3]=1.C(N(CC)CC)C.[CH3:18][N:19]1[CH2:24][CH2:23][NH:22][CH2:21][CH2:20]1. (2) Given the product [Br:2][C:3]1[CH:4]=[CH:5][C:6]([Cl:11])=[C:7]([CH:10]=1)[CH2:8][Br:1], predict the reactants needed to synthesize it. The reactants are: [BrH:1].[Br:2][C:3]1[CH:4]=[CH:5][C:6]([Cl:11])=[C:7]([CH:10]=1)[CH2:8]O. (3) The reactants are: [C:1]([O:5][C:6](=[O:11])[NH:7][CH2:8][CH:9]=[CH2:10])([CH3:4])([CH3:3])[CH3:2].[H-].[Na+].[H][H].[CH2:16](I)[CH3:17]. Given the product [C:1]([O:5][C:6](=[O:11])[N:7]([CH2:8][CH:9]=[CH2:10])[CH2:16][CH3:17])([CH3:4])([CH3:3])[CH3:2], predict the reactants needed to synthesize it.